Dataset: Peptide-MHC class II binding affinity with 134,281 pairs from IEDB. Task: Regression. Given a peptide amino acid sequence and an MHC pseudo amino acid sequence, predict their binding affinity value. This is MHC class II binding data. (1) The peptide sequence is AKKKLNMFVSDQVGD. The MHC is DRB1_0101 with pseudo-sequence DRB1_0101. The binding affinity (normalized) is 0.353. (2) The peptide sequence is MKDFDEPGHLAPTGM. The MHC is HLA-DQA10301-DQB10302 with pseudo-sequence HLA-DQA10301-DQB10302. The binding affinity (normalized) is 0.0147. (3) The peptide sequence is VDRQWAQDLTLPWQS. The MHC is DRB1_1501 with pseudo-sequence DRB1_1501. The binding affinity (normalized) is 0. (4) The peptide sequence is IKCFEKFLEPKVKFG. The MHC is DRB1_1302 with pseudo-sequence DRB1_1302. The binding affinity (normalized) is 0.0843. (5) The peptide sequence is STIFPFRRLFMVAEV. The MHC is HLA-DPA10103-DPB10401 with pseudo-sequence HLA-DPA10103-DPB10401. The binding affinity (normalized) is 0.323. (6) The peptide sequence is ILSEGNSFTAPNESY. The MHC is DRB1_0405 with pseudo-sequence DRB1_0405. The binding affinity (normalized) is 0.225.